Task: Predict the reactants needed to synthesize the given product.. Dataset: Full USPTO retrosynthesis dataset with 1.9M reactions from patents (1976-2016) (1) Given the product [Cl:5][C:6]1[C:7]([NH:18][CH2:19][C:20]2[CH:25]=[CH:24][CH:23]=[CH:22][CH:21]=2)=[N:8][C:9]([CH:15]2[CH2:16][CH2:17]2)=[N:10][C:11]=1[C:12]([O:14][CH2:31][CH3:32])=[O:13], predict the reactants needed to synthesize it. The reactants are: S(Cl)(Cl)=O.[Cl:5][C:6]1[C:7]([NH:18][CH2:19][C:20]2[CH:25]=[CH:24][CH:23]=[CH:22][CH:21]=2)=[N:8][C:9]([CH:15]2[CH2:17][CH2:16]2)=[N:10][C:11]=1[C:12]([OH:14])=[O:13].C(=O)(O)[O-].[Na+].[CH2:31](O)[CH3:32]. (2) Given the product [C:28]1([N:27]2[C:39]3[CH:38]=[CH:37][C:36]([C:2]4[CH:3]=[CH:4][C:5]([NH:8][C:9]5[CH:14]=[CH:13][C:12]([C:15]6[CH:20]=[CH:19][CH:18]=[CH:17][CH:16]=6)=[CH:11][CH:10]=5)=[CH:6][CH:7]=4)=[CH:35][C:34]=3[C:22]3[C:21]2=[CH:26][CH:25]=[CH:24][CH:23]=3)[CH:29]=[CH:30][CH:31]=[CH:32][CH:33]=1, predict the reactants needed to synthesize it. The reactants are: Br[C:2]1[CH:7]=[CH:6][C:5]([NH:8][C:9]2[CH:14]=[CH:13][C:12]([C:15]3[CH:20]=[CH:19][CH:18]=[CH:17][CH:16]=3)=[CH:11][CH:10]=2)=[CH:4][CH:3]=1.[C:21]1([N:27]2[C:39]3[CH:38]=[CH:37][C:36](B4OC(C)(C)C(C)(C)O4)=[CH:35][C:34]=3[C:33]3[C:28]2=[CH:29][CH:30]=[CH:31][CH:32]=3)[CH:26]=[CH:25][CH:24]=[CH:23][CH:22]=1.C([O-])([O-])=O.[Na+].[Na+].CCO. (3) Given the product [CH3:1][C:2]1[N:7]=[C:6]([S:8][CH2:17][N:18]2[CH:22]=[CH:21][CH:20]=[N:19]2)[N:5]=[C:4]([OH:9])[CH:3]=1, predict the reactants needed to synthesize it. The reactants are: [CH3:1][C:2]1[N:7]=[C:6]([SH:8])[N:5]=[C:4]([OH:9])[CH:3]=1.C(=O)([O-])[O-].[K+].[K+].Br[CH2:17][N:18]1[CH:22]=[CH:21][CH:20]=[N:19]1. (4) Given the product [CH3:40][O:39][C:37](=[O:38])[C:36]([NH:1][C:2]1[CH:3]=[C:4]([C:8]2[N:17]=[C:16]([NH:18][C:19]3[CH:20]=[C:21]4[C:25](=[CH:26][CH:27]=3)[N:24]([C:28]([O:30][C:31]([CH3:34])([CH3:33])[CH3:32])=[O:29])[N:23]=[CH:22]4)[C:15]3[C:10](=[CH:11][CH:12]=[CH:13][CH:14]=3)[N:9]=2)[CH:5]=[CH:6][CH:7]=1)=[O:41], predict the reactants needed to synthesize it. The reactants are: [NH2:1][C:2]1[CH:3]=[C:4]([C:8]2[N:17]=[C:16]([NH:18][C:19]3[CH:20]=[C:21]4[C:25](=[CH:26][CH:27]=3)[N:24]([C:28]([O:30][C:31]([CH3:34])([CH3:33])[CH3:32])=[O:29])[N:23]=[CH:22]4)[C:15]3[C:10](=[CH:11][CH:12]=[CH:13][CH:14]=3)[N:9]=2)[CH:5]=[CH:6][CH:7]=1.Cl[C:36](=[O:41])[C:37]([O:39][CH3:40])=[O:38].CCN(CC)CC.